Dataset: Full USPTO retrosynthesis dataset with 1.9M reactions from patents (1976-2016). Task: Predict the reactants needed to synthesize the given product. (1) Given the product [OH:31][C:9]1[CH:17]=[CH:16][CH:15]=[C:14]2[C:10]=1[CH2:11][N:12]([C:18]([O:20][C:21]([CH3:24])([CH3:23])[CH3:22])=[O:19])[CH2:13]2, predict the reactants needed to synthesize it. The reactants are: CC1(C)C(C)(C)OB([C:9]2[CH:17]=[CH:16][CH:15]=[C:14]3[C:10]=2[CH2:11][N:12]([C:18]([O:20][C:21]([CH3:24])([CH3:23])[CH3:22])=[O:19])[CH2:13]3)O1.[NH4+].[Cl-].C1C[O:31]CC1. (2) The reactants are: [CH3:1][C:2]1[O:3][C:4]2[CH:10]=[C:9]([C:11]([CH:13]([C:18]([O:20][CH3:21])=[O:19])[C:14]([O:16][CH3:17])=[O:15])=O)[CH:8]=[CH:7][C:5]=2[N:6]=1.CCN(C(C)C)C(C)C.O=P(Cl)(Cl)[Cl:33]. Given the product [Cl:33][C:11]([C:9]1[CH:8]=[CH:7][C:5]2[N:6]=[C:2]([CH3:1])[O:3][C:4]=2[CH:10]=1)=[C:13]([C:18]([O:20][CH3:21])=[O:19])[C:14]([O:16][CH3:17])=[O:15], predict the reactants needed to synthesize it. (3) Given the product [CH3:9][O:8][C:4]1[CH:3]=[C:2]([C:12]2[CH:13]=[CH:14][CH:15]=[C:16]([N+:17]([O-:19])=[O:18])[C:11]=2[CH3:10])[CH:7]=[CH:6][N:5]=1, predict the reactants needed to synthesize it. The reactants are: Br[C:2]1[CH:7]=[CH:6][N:5]=[C:4]([O:8][CH3:9])[CH:3]=1.[CH3:10][C:11]1[C:16]([N+:17]([O-:19])=[O:18])=[CH:15][CH:14]=[CH:13][C:12]=1B(O)O. (4) Given the product [F:16][C:5]1[C:4]([C:17]2[O:18][CH:19]=[CH:20][CH:21]=2)=[N:3][C:2]([NH2:1])=[N:7][C:6]=1[S:23][CH3:22], predict the reactants needed to synthesize it. The reactants are: [NH2:1][C:2]1[N:7]=[C:6](OS(C(F)(F)F)(=O)=O)[C:5]([F:16])=[C:4]([C:17]2[O:18][CH:19]=[CH:20][CH:21]=2)[N:3]=1.[CH3:22][S-:23].[Na+]. (5) Given the product [C:7]([N:10]1[CH2:15][CH2:14][N:13]([CH2:2][C:3]([NH:22][NH2:23])=[O:5])[CH2:12][CH2:11]1)(=[O:9])[CH3:8], predict the reactants needed to synthesize it. The reactants are: Br[CH2:2][C:3]([O:5]C)=O.[C:7]([N:10]1[CH2:15][CH2:14][NH:13][CH2:12][CH2:11]1)(=[O:9])[CH3:8].C(=O)([O-])[O-].[K+].[K+].[NH2:22][NH2:23].